This data is from Reaction yield outcomes from USPTO patents with 853,638 reactions. The task is: Predict the reaction yield, written as a fraction of the theoretical maximum amount of product (1.0 means a 100% yield; for example, 0.34 means a 34% yield). (1) The reactants are [C:1]1([CH2:7][C:8](CC2CCCCC=2)=O)[CH2:6][CH2:5][CH2:4][CH2:3][CH:2]=1.[F:17][C:18]([F:25])([F:24])[C:19]([O:21]CC)=O.C[O-:27].[Na+].Cl. The catalyst is COCCOC.O.CCOC(C)=O. The product is [F:25][C:18]([F:17])([F:24])[C:19](=[O:21])[CH2:8][C:7]([C:1]1[CH2:6][CH2:5][CH2:4][CH2:3][CH:2]=1)=[O:27]. The yield is 1.00. (2) The reactants are [C:1]([C:5]1[CH:15]=[CH:14][CH:13]=[CH:12][C:6]=1[O:7][CH:8]1[CH2:11][NH:10][CH2:9]1)([CH3:4])([CH3:3])[CH3:2].[C:16]([O:22][CH2:23][CH3:24])(=[O:21])[CH2:17][C:18](O)=[O:19].CCN=C=NCCCN(C)C.C1C=CC2N(O)N=NC=2C=1. The product is [C:1]([C:5]1[CH:15]=[CH:14][CH:13]=[CH:12][C:6]=1[O:7][CH:8]1[CH2:9][N:10]([C:18](=[O:19])[CH2:17][C:16]([O:22][CH2:23][CH3:24])=[O:21])[CH2:11]1)([CH3:4])([CH3:2])[CH3:3]. The yield is 0.530. The catalyst is C(Cl)Cl. (3) The reactants are [C:1]([C:5]1[CH:9]=[C:8]([NH2:10])[N:7]([CH2:11][CH2:12][CH2:13][CH3:14])[N:6]=1)([CH3:4])([CH3:3])[CH3:2].C(N(CC)CC)C.[F:22][C:23]([F:34])([F:33])[C:24](O[C:24](=[O:25])[C:23]([F:34])([F:33])[F:22])=[O:25]. The catalyst is C(Cl)Cl. The product is [C:1]([C:5]1[CH:9]=[C:8]([NH:10][C:24](=[O:25])[C:23]([F:34])([F:33])[F:22])[N:7]([CH2:11][CH2:12][CH2:13][CH3:14])[N:6]=1)([CH3:4])([CH3:3])[CH3:2]. The yield is 0.910. (4) The reactants are [Br:1][C:2]1[CH:3]=[CH:4][C:5]2[O:14][CH2:13][C:12]3[CH:11]=[CH:10][S:9][C:8]=3[C:7](=O)[C:6]=2[CH:16]=1.Cl[CH:18]1[CH2:23][CH2:22][N:21]([CH3:24])[CH2:20][CH2:19]1.[Mg].BrC(Br)C.[Cl-].[NH4+].FC(F)(F)C(O)=O. The catalyst is C1COCC1. The product is [Br:1][C:2]1[CH:3]=[CH:4][C:5]2[O:14][CH2:13][C:12]3[CH:11]=[CH:10][S:9][C:8]=3[C:7](=[C:18]3[CH2:23][CH2:22][N:21]([CH3:24])[CH2:20][CH2:19]3)[C:6]=2[CH:16]=1. The yield is 0.810. (5) The reactants are [N:1]1[CH:2]=[CH:3][N:4]2[C:9]=1[CH:8]=[CH:7][C:6]([CH2:10]O)=[N:5]2.O=S(Cl)[Cl:14]. The catalyst is C(Cl)Cl. The product is [Cl:14][CH2:10][C:6]1[CH:7]=[CH:8][C:9]2[N:4]([CH:3]=[CH:2][N:1]=2)[N:5]=1. The yield is 0.500. (6) The reactants are C([O:8][C:9]1[CH:14]=[CH:13][C:12]([C:15]2[CH:20]=[C:19]([O:21][CH:22]3[CH2:27][CH2:26][N:25]([CH3:28])[CH2:24][CH2:23]3)[N:18]=[N:17][C:16]=2[CH2:29][CH2:30][CH2:31][CH3:32])=[CH:11][CH:10]=1)C1C=CC=CC=1. The catalyst is CO.C(OCC)(=O)C.[Pd]. The product is [CH2:29]([C:16]1[N:17]=[N:18][C:19]([O:21][CH:22]2[CH2:23][CH2:24][N:25]([CH3:28])[CH2:26][CH2:27]2)=[CH:20][C:15]=1[C:12]1[CH:11]=[CH:10][C:9]([OH:8])=[CH:14][CH:13]=1)[CH2:30][CH2:31][CH3:32]. The yield is 0.850.